This data is from Full USPTO retrosynthesis dataset with 1.9M reactions from patents (1976-2016). The task is: Predict the reactants needed to synthesize the given product. (1) Given the product [CH3:22][O:23][C:24]1[CH:25]=[CH:26][C:27]([CH:30]2[CH2:34][CH2:33][N:32]([C:13]([C:9]3[CH:10]=[N:11][O:12][C:8]=3[C:5]3[CH:4]=[CH:3][C:2]([CH3:1])=[CH:7][CH:6]=3)=[O:15])[CH2:31]2)=[CH:28][CH:29]=1, predict the reactants needed to synthesize it. The reactants are: [CH3:1][C:2]1[CH:7]=[CH:6][C:5]([C:8]2[O:12][N:11]=[CH:10][C:9]=2[C:13]([OH:15])=O)=[CH:4][CH:3]=1.C(O)(=O)C(O)=O.[CH3:22][O:23][C:24]1[CH:29]=[CH:28][C:27]([CH:30]2[CH2:34][CH2:33][NH:32][CH2:31]2)=[CH:26][CH:25]=1. (2) Given the product [C:24]([C:14]1[C:13](=[O:26])[O:12][C:10]2[C:6]([C:15]=1[C:16]1[CH:21]=[CH:20][CH:19]=[C:18]([O:22][CH3:23])[CH:17]=1)=[CH:7][CH:8]=[C:3]([O:2][CH3:1])[CH:11]=2)#[N:25], predict the reactants needed to synthesize it. The reactants are: [CH3:1][O:2][C:3]1C=C(O)[CH:6]=[CH:7][CH:8]=1.[CH2:10]([O:12][C:13](=[O:26])[C:14]([C:24]#[N:25])=[CH:15][C:16]1[CH:21]=[CH:20][CH:19]=[C:18]([O:22][CH3:23])[CH:17]=1)[CH3:11]. (3) Given the product [Cl:1][C:2]1[C:3]2[N:4]([C:8]([C:18]3[CH:19]=[CH:20][N:31]=[C:29]([NH:28][CH:23]4[CH2:27][CH2:26][CH2:25][CH2:24]4)[N:30]=3)=[C:9]([C:11]3[CH:16]=[CH:15][C:14]([F:17])=[CH:13][CH:12]=3)[N:10]=2)[CH:5]=[CH:6][CH:7]=1, predict the reactants needed to synthesize it. The reactants are: [Cl:1][C:2]1[C:3]2[N:4]([C:8]([C:18](=O)[C:19]#[CH:20])=[C:9]([C:11]3[CH:16]=[CH:15][C:14]([F:17])=[CH:13][CH:12]=3)[N:10]=2)[CH:5]=[CH:6][CH:7]=1.Cl.[CH:23]1([NH:28][C:29]([NH2:31])=[NH:30])[CH2:27][CH2:26][CH2:25][CH2:24]1.C(=O)([O-])[O-].[K+].[K+]. (4) Given the product [C:1]([CH:3]([C:19](=[O:22])[CH2:20][CH3:21])[C:4]([O:6][CH2:7][CH3:8])=[O:5])#[N:2], predict the reactants needed to synthesize it. The reactants are: [C:1]([CH2:3][C:4]([O:6][CH2:7][CH3:8])=[O:5])#[N:2].[Cl-].[Mg+2].[Cl-].C(N(CC)CC)C.[C:19](Cl)(=[O:22])[CH2:20][CH3:21].Cl. (5) Given the product [CH2:1]([S:8][C:9]1[N:10]=[C:11]([C:15]2[S:20][C:19]3[CH:21]=[CH:22][CH:23]=[CH:24][C:18]=3[C:17](=[O:25])[N:16]=2)[CH:12]=[CH:13][CH:14]=1)[C:2]1[CH:3]=[CH:4][CH:5]=[CH:6][CH:7]=1, predict the reactants needed to synthesize it. The reactants are: [CH2:1]([S:8][C:9]1[CH:14]=[CH:13][CH:12]=[C:11]([C:15]#[N:16])[N:10]=1)[C:2]1[CH:7]=[CH:6][CH:5]=[CH:4][CH:3]=1.[C:17](OC)(=[O:25])[C:18]1[C:19](=[CH:21][CH:22]=[CH:23][CH:24]=1)[SH:20].C(N(CC)CC)C. (6) Given the product [CH2:1]([O:3][C:4]([C:6]1([CH2:33][CH:32]=[CH2:31])[CH2:11][CH2:10][CH:9]([O:12][Si:13]([C:16]([CH3:18])([CH3:17])[CH3:19])([CH3:15])[CH3:14])[CH2:8][CH2:7]1)=[O:5])[CH3:2], predict the reactants needed to synthesize it. The reactants are: [CH2:1]([O:3][C:4]([CH:6]1[CH2:11][CH2:10][CH:9]([O:12][Si:13]([C:16]([CH3:19])([CH3:18])[CH3:17])([CH3:15])[CH3:14])[CH2:8][CH2:7]1)=[O:5])[CH3:2].C[Si](C)(C)[N-][Si](C)(C)C.[K+].Br[CH2:31][CH:32]=[CH2:33].